This data is from Reaction yield outcomes from USPTO patents with 853,638 reactions. The task is: Predict the reaction yield, written as a fraction of the theoretical maximum amount of product (1.0 means a 100% yield; for example, 0.34 means a 34% yield). (1) The reactants are [CH2:1]([O:8][C:9](=[O:41])[NH:10][C@@H:11]1[CH2:17][CH2:16][CH2:15][N:14]([C:18]2[N:19]([CH3:40])[N:20]=[CH:21][C:22]=2[NH:23][C:24]([C:26]2[N:27]=[C:28](Br)[S:29][C:30]=2[NH:31][C:32]([O:34][C:35]([CH3:38])([CH3:37])[CH3:36])=[O:33])=[O:25])[CH2:13][CH2:12]1)[C:2]1[CH:7]=[CH:6][CH:5]=[CH:4][CH:3]=1.[F:42][C:43]1[CH:48]=[C:47]([F:49])[CH:46]=[CH:45][C:44]=1B1OC(C)(C)C(C)(C)O1.C(=O)([O-])[O-].[Cs+].[Cs+].ClCCl. The catalyst is Cl[Pd]Cl.C1(P(C2C=CC=CC=2)[C-]2C=CC=C2)C=CC=CC=1.[C-]1(P(C2C=CC=CC=2)C2C=CC=CC=2)C=CC=C1.[Fe+2].CN(C)C=O. The product is [CH2:1]([O:8][C:9](=[O:41])[NH:10][C@@H:11]1[CH2:17][CH2:16][CH2:15][N:14]([C:18]2[N:19]([CH3:40])[N:20]=[CH:21][C:22]=2[NH:23][C:24]([C:26]2[N:27]=[C:28]([C:46]3[CH:45]=[CH:44][C:43]([F:42])=[CH:48][C:47]=3[F:49])[S:29][C:30]=2[NH:31][C:32]([O:34][C:35]([CH3:38])([CH3:37])[CH3:36])=[O:33])=[O:25])[CH2:13][CH2:12]1)[C:2]1[CH:7]=[CH:6][CH:5]=[CH:4][CH:3]=1. The yield is 0.565. (2) The reactants are [C:1]([NH:4][C:5]1[S:6][C:7]([Cl:10])=[CH:8][N:9]=1)(=[O:3])[CH3:2].CN(C=O)C.[H-].[Na+].[CH3:18][O:19][CH2:20][CH2:21]Br. The catalyst is C(OCC)(=O)C. The product is [Cl:10][C:7]1[S:6][C:5](=[N:4][C:1](=[O:3])[CH3:2])[N:9]([CH2:21][CH2:20][O:19][CH3:18])[CH:8]=1. The yield is 0.420. (3) The reactants are [NH2:1][C:2]1[CH:10]=[CH:9][C:5]([CH2:6][CH2:7][OH:8])=[CH:4][CH:3]=1.C(=O)([O-])[O-].[Ca+2].[I:16]I. The catalyst is CO. The product is [NH2:1][C:2]1[CH:10]=[CH:9][C:5]([CH2:6][CH2:7][OH:8])=[CH:4][C:3]=1[I:16]. The yield is 0.370. (4) The reactants are C[O:2][C:3]1[CH:8]=[CH:7][C:6]([C:9]2([C:12]([O:14][CH3:15])=[O:13])[CH2:11][CH2:10]2)=[CH:5][CH:4]=1.CCS.[Al+3].[Cl-].[Cl-].[Cl-]. The catalyst is ClCCl. The product is [CH3:15][O:14][C:12]([C:9]1([C:6]2[CH:5]=[CH:4][C:3]([OH:2])=[CH:8][CH:7]=2)[CH2:10][CH2:11]1)=[O:13]. The yield is 0.950. (5) The reactants are [N+:1]([C:4]1[NH:8][N:7]=[C:6]([C:9]([OH:11])=[O:10])[CH:5]=1)([O-:3])=[O:2].S(Cl)(Cl)=O.[CH3:16]O. No catalyst specified. The product is [CH3:16][O:10][C:9]([C:6]1[NH:7][N:8]=[C:4]([N+:1]([O-:3])=[O:2])[CH:5]=1)=[O:11]. The yield is 0.950. (6) The reactants are O=P12OP3(OP(OP(O3)(O1)=O)(=O)O2)=O.[Cl:15][C:16]1[CH:17]=[C:18]([CH:22]([OH:39])[CH2:23][O:24][C:25]2[CH:38]=[CH:37][C:28]([CH2:29][CH:30]3[S:34][C:33](=[O:35])[NH:32][C:31]3=[O:36])=[CH:27][CH:26]=2)[CH:19]=[CH:20][CH:21]=1.CS(C)=O.C([O-])(O)=O.[Na+]. The catalyst is C(Cl)Cl. The yield is 0.470. The product is [Cl:15][C:16]1[CH:17]=[C:18]([C:22](=[O:39])[CH2:23][O:24][C:25]2[CH:38]=[CH:37][C:28]([CH2:29][CH:30]3[S:34][C:33](=[O:35])[NH:32][C:31]3=[O:36])=[CH:27][CH:26]=2)[CH:19]=[CH:20][CH:21]=1. (7) The yield is 0.0600. The catalyst is Cl[Pd](Cl)([P](C1C=CC=CC=1)(C1C=CC=CC=1)C1C=CC=CC=1)[P](C1C=CC=CC=1)(C1C=CC=CC=1)C1C=CC=CC=1.C(#N)C. The product is [NH2:33][CH:32]([CH2:31][C:30]1[CH:37]=[CH:38][C:27]([C:2]2[CH:3]=[C:4]([NH:8][CH2:9][C:10]3[CH:15]=[CH:14][C:13]([O:16][CH3:17])=[C:12]([O:18][CH:19]4[CH2:23][CH2:22][CH2:21][CH2:20]4)[CH:11]=3)[N:5]=[CH:6][N:7]=2)=[CH:28][CH:29]=1)[C:34]([OH:36])=[O:35]. The reactants are Cl[C:2]1[N:7]=[CH:6][N:5]=[C:4]([NH:8][CH2:9][C:10]2[CH:15]=[CH:14][C:13]([O:16][CH3:17])=[C:12]([O:18][CH:19]3[CH2:23][CH2:22][CH2:21][CH2:20]3)[CH:11]=2)[CH:3]=1.B([C:27]1[CH:38]=[CH:37][C:30]([CH2:31][C@@H:32]([C:34]([OH:36])=[O:35])[NH2:33])=[CH:29][CH:28]=1)(O)O.C(=O)([O-])[O-].[Na+].[Na+]. (8) The reactants are [CH3:1][O:2][C:3](=[O:36])[CH2:4][CH2:5][N:6]([C:13](=[O:35])[C:14]1[CH:19]=[CH:18][C:17]([NH:20][CH3:21])=[C:16]([NH:22][C:23](=O)[CH2:24][NH:25][C:26]2[CH:31]=[CH:30][C:29]([C:32]#[N:33])=[CH:28][CH:27]=2)[CH:15]=1)[C:7]1[CH:12]=[CH:11][CH:10]=[CH:9][CH:8]=1. The catalyst is C(O)(=O)C. The product is [CH3:1][O:2][C:3](=[O:36])[CH2:4][CH2:5][N:6]([C:13]([C:14]1[CH:19]=[CH:18][C:17]2[N:20]([CH3:21])[C:23]([CH2:24][NH:25][C:26]3[CH:27]=[CH:28][C:29]([C:32]#[N:33])=[CH:30][CH:31]=3)=[N:22][C:16]=2[CH:15]=1)=[O:35])[C:7]1[CH:8]=[CH:9][CH:10]=[CH:11][CH:12]=1. The yield is 0.580. (9) The reactants are [CH3:1][O-:2].[Na+].Cl[CH2:5][CH2:6][CH2:7][N:8]1[C:12]([CH3:13])=[C:11]([C:14]([O:16][CH2:17]C)=[O:15])[C:10]([C:19]2[CH:24]=[CH:23][CH:22]=[CH:21][CH:20]=2)=[C:9]1[C:25]([O:27][CH2:28]C)=[O:26]. The catalyst is CO. The product is [CH3:1][O:2][CH2:5][CH2:6][CH2:7][N:8]1[C:12]([CH3:13])=[C:11]([C:14]([O:16][CH3:17])=[O:15])[C:10]([C:19]2[CH:20]=[CH:21][CH:22]=[CH:23][CH:24]=2)=[C:9]1[C:25]([O:27][CH3:28])=[O:26]. The yield is 0.330.